Dataset: Peptide-MHC class I binding affinity with 185,985 pairs from IEDB/IMGT. Task: Regression. Given a peptide amino acid sequence and an MHC pseudo amino acid sequence, predict their binding affinity value. This is MHC class I binding data. (1) The peptide sequence is NAVLTHVKI. The MHC is H-2-Dd with pseudo-sequence H-2-Dd. The binding affinity (normalized) is 0. (2) The peptide sequence is KSTSPTRTW. The MHC is HLA-B57:01 with pseudo-sequence HLA-B57:01. The binding affinity (normalized) is 0.606. (3) The peptide sequence is KLFAAETLK. The MHC is HLA-A02:02 with pseudo-sequence HLA-A02:02. The binding affinity (normalized) is 0.437. (4) The peptide sequence is VLVVMACLV. The MHC is HLA-A02:01 with pseudo-sequence HLA-A02:01. The binding affinity (normalized) is 0.177.